From a dataset of Reaction yield outcomes from USPTO patents with 853,638 reactions. Predict the reaction yield, written as a fraction of the theoretical maximum amount of product (1.0 means a 100% yield; for example, 0.34 means a 34% yield). (1) The reactants are [NH2:1][C:2]1[CH:3]=[CH:4][C:5]([F:19])=[C:6]([C@:8]2([CH3:18])[CH2:14][C:13]([CH3:16])([CH3:15])[O:12][CH2:11][C:10](=[S:17])[NH:9]2)[CH:7]=1.[F:20][C:21]([F:27])([F:26])[CH2:22][C:23](O)=[O:24]. No catalyst specified. The product is [F:20][C:21]([F:27])([F:26])[CH2:22][C:23]([NH:1][C:2]1[CH:3]=[CH:4][C:5]([F:19])=[C:6]([C@:8]2([CH3:18])[CH2:14][C:13]([CH3:16])([CH3:15])[O:12][CH2:11][C:10](=[S:17])[NH:9]2)[CH:7]=1)=[O:24]. The yield is 0.460. (2) The reactants are [C:1]([O:5][C:6](=[O:15])[NH:7][C:8]1[CH:13]=[CH:12][CH:11]=[CH:10][C:9]=1[NH2:14])([CH3:4])([CH3:3])[CH3:2].C(N(CC)C(C)C)(C)C.CN(C(ON1N=NC2C=CC=NC1=2)=[N+](C)C)C.F[P-](F)(F)(F)(F)F.[OH:49][CH2:50][C:51]1[N:56]=[CH:55][C:54]([C:57](O)=[O:58])=[CH:53][CH:52]=1. The catalyst is CN(C=O)C.O. The product is [C:1]([O:5][C:6]([NH:7][C:8]1[CH:13]=[CH:12][CH:11]=[CH:10][C:9]=1[NH:14][C:57]([C:54]1[CH:55]=[N:56][C:51]([CH2:50][OH:49])=[CH:52][CH:53]=1)=[O:58])=[O:15])([CH3:4])([CH3:2])[CH3:3]. The yield is 0.670.